Predict the reactants needed to synthesize the given product. From a dataset of Full USPTO retrosynthesis dataset with 1.9M reactions from patents (1976-2016). Given the product [F:27][C:26]([F:29])([F:28])[C:23]1[CH:24]=[CH:25][C:20]([C:2]2[NH:3][C:4](=[O:11])[C:5]3[CH:10]=[CH:9][NH:8][C:6]=3[N:7]=2)=[CH:21][CH:22]=1, predict the reactants needed to synthesize it. The reactants are: Cl[C:2]1[NH:3][C:4](=[O:11])[C:5]2[CH:10]=[CH:9][NH:8][C:6]=2[N:7]=1.CC1(C)C(C)(C)OB([C:20]2[CH:25]=[CH:24][C:23]([C:26]([F:29])([F:28])[F:27])=[CH:22][CH:21]=2)O1.C(=O)([O-])[O-].[Na+].[Na+].